This data is from Forward reaction prediction with 1.9M reactions from USPTO patents (1976-2016). The task is: Predict the product of the given reaction. (1) The product is: [CH2:36]([C:31]1[C:30]([C:26]2[CH:25]=[C:24]([C:22]3[CH2:21][C:20](=[O:38])[NH:19][C:9]4[CH:10]=[C:11]([C:15]([F:17])([F:16])[F:18])[C:12]([CH3:14])=[CH:13][C:8]=4[N:7]=3)[CH:29]=[CH:28][CH:27]=2)=[CH:35][CH:34]=[CH:33][N:32]=1)[CH3:37]. Given the reactants C(OC(=O)[NH:7][C:8]1[CH:13]=[C:12]([CH3:14])[C:11]([C:15]([F:18])([F:17])[F:16])=[CH:10][C:9]=1[NH:19][C:20](=[O:38])[CH2:21][C:22]([C:24]1[CH:29]=[CH:28][CH:27]=[C:26]([C:30]2[C:31]([CH2:36][CH3:37])=[N:32][CH:33]=[CH:34][CH:35]=2)[CH:25]=1)=O)(C)(C)C.C(O)(C(F)(F)F)=O, predict the reaction product. (2) Given the reactants [O:1]1[CH2:6][CH2:5][N:4]([CH2:7][CH2:8][O:9][C:10]2[CH:15]=[CH:14][C:13]([N:16]3[C:21](=[O:22])[CH:20]=[CH:19][C:18]4[C:23]([C:29]5[CH:34]=[CH:33][CH:32]=[CH:31][CH:30]=5)=[C:24]([C:26]([NH2:28])=O)[S:25][C:17]3=4)=[CH:12][CH:11]=2)[CH2:3][CH2:2]1.N1C=CC=CC=1.FC(F)(F)C(OC(=O)C(F)(F)F)=O, predict the reaction product. The product is: [O:1]1[CH2:2][CH2:3][N:4]([CH2:7][CH2:8][O:9][C:10]2[CH:11]=[CH:12][C:13]([N:16]3[C:21](=[O:22])[CH:20]=[CH:19][C:18]4[C:23]([C:29]5[CH:30]=[CH:31][CH:32]=[CH:33][CH:34]=5)=[C:24]([C:26]#[N:28])[S:25][C:17]3=4)=[CH:14][CH:15]=2)[CH2:5][CH2:6]1.